This data is from Full USPTO retrosynthesis dataset with 1.9M reactions from patents (1976-2016). The task is: Predict the reactants needed to synthesize the given product. Given the product [Cl:26][C:27]1[CH:32]=[CH:31][C:30]([C:33]([C:13]2[C:21]3[C:16](=[C:17]([CH2:23][S:24][CH3:25])[CH:18]=[C:19]([F:22])[CH:20]=3)[NH:15][CH:14]=2)([CH:36]2[CH2:38][CH2:37]2)[CH3:34])=[C:29]([F:39])[CH:28]=1, predict the reactants needed to synthesize it. The reactants are: ClC1C=C(Cl)C=CC=1C([C:13]1[C:21]2[C:16](=[C:17]([CH2:23][S:24][CH3:25])[CH:18]=[C:19]([F:22])[CH:20]=2)[NH:15][CH:14]=1)CCO.[Cl:26][C:27]1[CH:32]=[CH:31][C:30]([C:33]([CH:36]2[CH2:38][CH2:37]2)(O)[CH3:34])=[C:29]([F:39])[CH:28]=1.C1(C(C2C3C(=C(CSC)C=CC=3)NC=2)(C2C=CC(F)=CC=2)C)CC1.